Dataset: Forward reaction prediction with 1.9M reactions from USPTO patents (1976-2016). Task: Predict the product of the given reaction. (1) The product is: [F:1][C:2]1[CH:7]=[C:6]([F:8])[CH:5]=[CH:4][C:3]=1[N:9]1[C:10]2[CH:11]3[CH2:23][CH:14]([CH2:13][CH2:12]3)[C:15]=2[C:16]([CH2:18][OH:19])=[N:17]1. Given the reactants [F:1][C:2]1[CH:7]=[C:6]([F:8])[CH:5]=[CH:4][C:3]=1[N:9]1[N:17]=[C:16]([C:18](OCC)=[O:19])[C:15]2[CH:14]3[CH2:23][CH:11]([CH2:12][CH2:13]3)[C:10]1=2.[Li+].[BH4-].Cl, predict the reaction product. (2) Given the reactants [F:1][C:2]1[CH:3]=[C:4]([C:8]2[C:16]3[O:15][CH:14]([CH2:17][NH2:18])[CH2:13][C:12]=3[CH:11]=[CH:10][CH:9]=2)[CH:5]=[CH:6][CH:7]=1.C(N(C(C)C)CC)(C)C.Cl[C:29]([O:31][CH2:32][C:33]1[CH:38]=[CH:37][CH:36]=[CH:35][CH:34]=1)=[O:30].C(OC(=O)NCC1CC2C=CC=C(C3CCCC3)C=2O1)C1C=CC=CC=1, predict the reaction product. The product is: [CH2:32]([O:31][C:29](=[O:30])[NH:18][CH2:17][CH:14]1[CH2:13][C:12]2[CH:11]=[CH:10][CH:9]=[C:8]([C:4]3[CH:5]=[CH:6][CH:7]=[C:2]([F:1])[CH:3]=3)[C:16]=2[O:15]1)[C:33]1[CH:38]=[CH:37][CH:36]=[CH:35][CH:34]=1.